This data is from Reaction yield outcomes from USPTO patents with 853,638 reactions. The task is: Predict the reaction yield, written as a fraction of the theoretical maximum amount of product (1.0 means a 100% yield; for example, 0.34 means a 34% yield). (1) The reactants are [C:1]([O:5][C:6]([NH:8][C@H:9]([C@@H:17]1[O:21][C:20](=[O:22])[CH:19]([C:23](OCC)=O)[CH2:18]1)[CH2:10][C:11]1[CH:16]=[CH:15][CH:14]=[CH:13][CH:12]=1)=[O:7])([CH3:4])([CH3:3])[CH3:2].CC[O-].[Na+].BrC[C:34]1[CH:39]=[CH:38][C:37]([C:40]2[CH:45]=[CH:44][CH:43]=[CH:42][N:41]=2)=[CH:36][CH:35]=1.C(O)(=O)CC(CC(O)=O)(C(O)=O)O. The catalyst is C(O)C.O. The product is [O:22]=[C:20]1[O:21][C@@H:17]([C@@H:9]([NH:8][C:6](=[O:7])[O:5][C:1]([CH3:4])([CH3:3])[CH3:2])[CH2:10][C:11]2[CH:12]=[CH:13][CH:14]=[CH:15][CH:16]=2)[CH2:18][CH:19]1[CH2:23][C:34]1[CH:35]=[CH:36][C:37]([C:40]2[CH:45]=[CH:44][CH:43]=[CH:42][N:41]=2)=[CH:38][CH:39]=1. The yield is 0.630. (2) The reactants are [F:1][C:2]1[C:3]([NH2:21])=[N:4][CH:5]=[C:6]([N+:18]([O-])=O)[C:7]=1[S:8][CH2:9][C:10]1[CH:15]=[CH:14][C:13]([O:16][CH3:17])=[CH:12][CH:11]=1.[NH4+].[Cl-]. The catalyst is CO.[Zn]. The product is [F:1][C:2]1[C:3]([NH2:21])=[N:4][CH:5]=[C:6]([NH2:18])[C:7]=1[S:8][CH2:9][C:10]1[CH:11]=[CH:12][C:13]([O:16][CH3:17])=[CH:14][CH:15]=1. The yield is 0.720. (3) The reactants are [Cl:1][CH2:2][C:3](N(OC)C)=[O:4].[CH:9]1([Mg]Br)[CH2:13][CH2:12][CH2:11][CH2:10]1. The catalyst is C1COCC1. The product is [Cl:1][CH2:2][C:3]([CH:9]1[CH2:13][CH2:12][CH2:11][CH2:10]1)=[O:4]. The yield is 0.470. (4) The reactants are Cl[C:2]1[N:7]=[C:6]([NH:8][C:9]2[CH:18]=[CH:17][C:12]3[NH:13][C:14](=[O:16])[NH:15][C:11]=3[CH:10]=2)[C:5]([F:19])=[CH:4][N:3]=1.[CH3:20][N:21]1[CH2:26][CH2:25][N:24]([C:27]2[N:32]=[CH:31][C:30]([NH2:33])=[CH:29][CH:28]=2)[CH2:23][CH2:22]1.C(O)(C(F)(F)F)=O. The catalyst is CC(O)C. The product is [NH:13]1[C:12]2[CH:17]=[CH:18][C:9]([NH:8][C:6]3[C:5]([F:19])=[CH:4][N:3]=[C:2]([NH:33][C:30]4[CH:29]=[CH:28][C:27]([N:24]5[CH2:25][CH2:26][N:21]([CH3:20])[CH2:22][CH2:23]5)=[N:32][CH:31]=4)[N:7]=3)=[CH:10][C:11]=2[NH:15][C:14]1=[O:16]. The yield is 0.600. (5) The reactants are [CH2:1]([O:3][C:4](=[O:23])[CH2:5][CH2:6][C:7]1[CH:12]=[CH:11][C:10]([O:13][C:14]2[CH:19]=[C:18]([CH3:20])[CH:17]=[C:16]([OH:21])[CH:15]=2)=[CH:9][C:8]=1[CH3:22])[CH3:2].[Br:24][C:25]1[CH:26]=[C:27]([C:32]([F:35])([F:34])[F:33])[CH:28]=[CH:29][C:30]=1F.C(=O)([O-])[O-].[K+].[K+].Cl. The catalyst is CS(C)=O.CCOCC. The product is [CH2:1]([O:3][C:4](=[O:23])[CH2:5][CH2:6][C:7]1[CH:12]=[CH:11][C:10]([O:13][C:14]2[CH:19]=[C:18]([CH3:20])[CH:17]=[C:16]([O:21][C:30]3[CH:29]=[CH:28][C:27]([C:32]([F:35])([F:34])[F:33])=[CH:26][C:25]=3[Br:24])[CH:15]=2)=[CH:9][C:8]=1[CH3:22])[CH3:2]. The yield is 0.710.